Dataset: Peptide-MHC class II binding affinity with 134,281 pairs from IEDB. Task: Regression. Given a peptide amino acid sequence and an MHC pseudo amino acid sequence, predict their binding affinity value. This is MHC class II binding data. (1) The peptide sequence is INEPTANAIAYGLDR. The MHC is HLA-DQA10102-DQB10602 with pseudo-sequence HLA-DQA10102-DQB10602. The binding affinity (normalized) is 0.532. (2) The peptide sequence is GDKVAYALAQGLKVI. The MHC is DRB1_0901 with pseudo-sequence DRB1_0901. The binding affinity (normalized) is 1.00. (3) The MHC is DRB1_1301 with pseudo-sequence DRB1_1301. The binding affinity (normalized) is 0.515. The peptide sequence is DIHRLEPVKCDTLLC. (4) The binding affinity (normalized) is 0.273. The MHC is DRB1_0401 with pseudo-sequence DRB1_0401. The peptide sequence is FLAVALVAGPAGSYA. (5) The peptide sequence is RDLLLIVTRIVELLGR. The MHC is HLA-DQA10101-DQB10501 with pseudo-sequence HLA-DQA10101-DQB10501. The binding affinity (normalized) is 0.418.